Dataset: NCI-60 drug combinations with 297,098 pairs across 59 cell lines. Task: Regression. Given two drug SMILES strings and cell line genomic features, predict the synergy score measuring deviation from expected non-interaction effect. (1) Drug 1: CC1=C(C=C(C=C1)C(=O)NC2=CC(=CC(=C2)C(F)(F)F)N3C=C(N=C3)C)NC4=NC=CC(=N4)C5=CN=CC=C5. Drug 2: C1=NNC2=C1C(=O)NC=N2. Cell line: PC-3. Synergy scores: CSS=0.548, Synergy_ZIP=0.956, Synergy_Bliss=0.377, Synergy_Loewe=-1.62, Synergy_HSA=-1.90. (2) Drug 1: C1=CC(=CC=C1CC(C(=O)O)N)N(CCCl)CCCl.Cl. Drug 2: CC(C1=C(C=CC(=C1Cl)F)Cl)OC2=C(N=CC(=C2)C3=CN(N=C3)C4CCNCC4)N. Cell line: LOX IMVI. Synergy scores: CSS=16.0, Synergy_ZIP=-5.84, Synergy_Bliss=3.15, Synergy_Loewe=2.93, Synergy_HSA=4.85. (3) Drug 1: C1=NC2=C(N1)C(=S)N=CN2. Drug 2: B(C(CC(C)C)NC(=O)C(CC1=CC=CC=C1)NC(=O)C2=NC=CN=C2)(O)O. Cell line: COLO 205. Synergy scores: CSS=49.7, Synergy_ZIP=-3.89, Synergy_Bliss=-5.57, Synergy_Loewe=-14.1, Synergy_HSA=-1.43. (4) Drug 1: C1CCC(C1)C(CC#N)N2C=C(C=N2)C3=C4C=CNC4=NC=N3. Drug 2: CCCCCOC(=O)NC1=NC(=O)N(C=C1F)C2C(C(C(O2)C)O)O. Cell line: TK-10. Synergy scores: CSS=9.83, Synergy_ZIP=-2.75, Synergy_Bliss=0.579, Synergy_Loewe=-0.133, Synergy_HSA=-0.00571. (5) Drug 1: CC1C(C(CC(O1)OC2CC(OC(C2O)C)OC3=CC4=CC5=C(C(=O)C(C(C5)C(C(=O)C(C(C)O)O)OC)OC6CC(C(C(O6)C)O)OC7CC(C(C(O7)C)O)OC8CC(C(C(O8)C)O)(C)O)C(=C4C(=C3C)O)O)O)O. Drug 2: CS(=O)(=O)OCCCCOS(=O)(=O)C. Cell line: NCI-H322M. Synergy scores: CSS=26.9, Synergy_ZIP=0.715, Synergy_Bliss=1.13, Synergy_Loewe=-50.0, Synergy_HSA=0.419. (6) Drug 1: CC1=C(C=C(C=C1)NC2=NC=CC(=N2)N(C)C3=CC4=NN(C(=C4C=C3)C)C)S(=O)(=O)N.Cl. Drug 2: CCC(=C(C1=CC=CC=C1)C2=CC=C(C=C2)OCCN(C)C)C3=CC=CC=C3.C(C(=O)O)C(CC(=O)O)(C(=O)O)O. Cell line: RPMI-8226. Synergy scores: CSS=-9.38, Synergy_ZIP=5.98, Synergy_Bliss=3.25, Synergy_Loewe=-7.59, Synergy_HSA=-4.95. (7) Cell line: SW-620. Synergy scores: CSS=17.4, Synergy_ZIP=-5.59, Synergy_Bliss=-6.33, Synergy_Loewe=-8.04, Synergy_HSA=-3.22. Drug 2: CC(C)CN1C=NC2=C1C3=CC=CC=C3N=C2N. Drug 1: C1=NC2=C(N=C(N=C2N1C3C(C(C(O3)CO)O)F)Cl)N.